From a dataset of Forward reaction prediction with 1.9M reactions from USPTO patents (1976-2016). Predict the product of the given reaction. (1) Given the reactants N#N.C[O:4][C:5]([C:7]1[N:8]=[C:9]([CH2:12][CH2:13][CH2:14][CH2:15][C:16]2([CH3:21])[O:20][CH2:19][CH2:18][O:17]2)[O:10][CH:11]=1)=[O:6].[OH-].[Na+], predict the reaction product. The product is: [CH3:21][C:16]1([CH2:15][CH2:14][CH2:13][CH2:12][C:9]2[O:10][CH:11]=[C:7]([C:5]([OH:6])=[O:4])[N:8]=2)[O:20][CH2:19][CH2:18][O:17]1. (2) Given the reactants [C:1]([C:3]1[C:4]([CH3:17])=[C:5]2[C:9](=[CH:10][CH:11]=1)[C@@H:8]([CH2:12][C:13]([O:15][CH3:16])=[O:14])[CH2:7][CH2:6]2)#N.C(O)(=[O:20])C, predict the reaction product. The product is: [CH:1]([C:3]1[C:4]([CH3:17])=[C:5]2[C:9](=[CH:10][CH:11]=1)[C@@H:8]([CH2:12][C:13]([O:15][CH3:16])=[O:14])[CH2:7][CH2:6]2)=[O:20]. (3) Given the reactants C(O)(C(F)(F)F)=O.[CH3:8][C:9]1[O:10][C:11]([C:15]([NH:17][C:18]2[CH:19]=[CH:20][C:21]([F:46])=[C:22]([C:24]3[N:25]=[C:26]4[N:31]=[CH:30][C:29]([CH:32]5[CH2:37][CH2:36][N:35](C(OC(C)(C)C)=O)[CH2:34][CH2:33]5)=[CH:28][N:27]4[CH:45]=3)[CH:23]=2)=[O:16])=[C:12]([CH3:14])[N:13]=1, predict the reaction product. The product is: [F:46][C:21]1[CH:20]=[CH:19][C:18]([NH:17][C:15]([C:11]2[O:10][C:9]([CH3:8])=[N:13][C:12]=2[CH3:14])=[O:16])=[CH:23][C:22]=1[C:24]1[N:25]=[C:26]2[N:31]=[CH:30][C:29]([CH:32]3[CH2:33][CH2:34][NH:35][CH2:36][CH2:37]3)=[CH:28][N:27]2[CH:45]=1. (4) Given the reactants [C:1]([O:5][C:6]([NH:8][CH2:9][CH2:10][CH2:11][CH2:12][C:13]([OH:15])=O)=[O:7])([CH3:4])([CH3:3])[CH3:2].CCN=C=NCCCN(C)C.Cl.C1C=CC2N(O)N=NC=2C=1.[NH2:38][C:39]1[CH:40]=[C:41]([CH:44]=[CH:45][C:46]=1[NH:47][CH2:48][CH2:49][CH3:50])[C:42]#[N:43], predict the reaction product. The product is: [C:42]([C:41]1[CH:44]=[CH:45][C:46]([NH:47][CH2:48][CH2:49][CH3:50])=[C:39]([NH:38][C:13]([CH2:12][CH2:11][CH2:10][CH2:9][NH:8][C:6](=[O:7])[O:5][C:1]([CH3:2])([CH3:3])[CH3:4])=[O:15])[CH:40]=1)#[N:43].